Dataset: Forward reaction prediction with 1.9M reactions from USPTO patents (1976-2016). Task: Predict the product of the given reaction. Given the reactants [F:1][C:2]1[CH:7]=[C:6]([F:8])[CH:5]=[CH:4][C:3]=1[CH:9]1[C:14]([C:15]([O:17][CH2:18][CH3:19])=[O:16])=[C:13]([CH3:20])[NH:12][C:11]([C:21]2[S:22][CH:23]=[N:24][N:25]=2)=[N:10]1.C1C(=O)N([Br:33])C(=O)C1, predict the reaction product. The product is: [Br:33][CH2:20][C:13]1[NH:12][C:11]([C:21]2[S:22][CH:23]=[N:24][N:25]=2)=[N:10][CH:9]([C:3]2[CH:4]=[CH:5][C:6]([F:8])=[CH:7][C:2]=2[F:1])[C:14]=1[C:15]([O:17][CH2:18][CH3:19])=[O:16].